From a dataset of Reaction yield outcomes from USPTO patents with 853,638 reactions. Predict the reaction yield, written as a fraction of the theoretical maximum amount of product (1.0 means a 100% yield; for example, 0.34 means a 34% yield). (1) The reactants are [Br:1][C:2]1[CH:3]=[C:4]([OH:8])[CH:5]=[CH:6][CH:7]=1.Cl[CH2:10][CH2:11][O:12][CH3:13].C([O-])([O-])=O.[K+].[K+]. The catalyst is CN(C=O)C. The product is [Br:1][C:2]1[CH:7]=[CH:6][CH:5]=[C:4]([O:8][CH2:10][CH2:11][O:12][CH3:13])[CH:3]=1. The yield is 0.790. (2) The reactants are Cl[C:2]1[C:3]2[CH2:16][CH2:15][N:14]([S:17]([CH3:20])(=[O:19])=[O:18])[C:4]=2[N:5]=[C:6]([N:8]2[CH2:13][CH2:12][O:11][CH2:10][CH2:9]2)[N:7]=1.[CH3:21][O:22][C:23]1[CH:54]=[CH:53][C:26]([CH2:27][N:28]([CH2:44][C:45]2[CH:50]=[CH:49][C:48]([O:51][CH3:52])=[CH:47][CH:46]=2)[C:29]2[N:34]=[CH:33][C:32](B3OC(C)(C)C(C)(C)O3)=[CH:31][N:30]=2)=[CH:25][CH:24]=1.P([O-])([O-])([O-])=O.[K+].[K+].[K+]. The catalyst is O.CN(C)C=O.Cl[Pd](Cl)([P](C1C=CC=CC=1)(C1C=CC=CC=1)C1C=CC=CC=1)[P](C1C=CC=CC=1)(C1C=CC=CC=1)C1C=CC=CC=1. The product is [CH3:20][S:17]([N:14]1[C:4]2[N:5]=[C:6]([N:8]3[CH2:13][CH2:12][O:11][CH2:10][CH2:9]3)[N:7]=[C:2]([C:32]3[CH:31]=[N:30][C:29]([N:28]([CH2:27][C:26]4[CH:25]=[CH:24][C:23]([O:22][CH3:21])=[CH:54][CH:53]=4)[CH2:44][C:45]4[CH:46]=[CH:47][C:48]([O:51][CH3:52])=[CH:49][CH:50]=4)=[N:34][CH:33]=3)[C:3]=2[CH2:16][CH2:15]1)(=[O:19])=[O:18]. The yield is 0.980.